From a dataset of Forward reaction prediction with 1.9M reactions from USPTO patents (1976-2016). Predict the product of the given reaction. Given the reactants [N+](C1C=C(S(CC[O:15][C:16](=[O:63])[CH2:17][CH2:18][CH2:19][CH2:20][CH2:21][NH:22][C:23](=[O:62])[CH2:24][O:25][C:26]2[CH:31]=[C:30]([CH3:32])[C:29]([S:33]([N:36]3[C:40]4[CH:41]=[CH:42][CH:43]=[CH:44][C:39]=4[N:38]=[C:37]3[S:45]([CH2:47][C:48]3[C:53]([CH3:54])=[C:52]([O:55][CH2:56][C:57]([F:60])([F:59])[F:58])[CH:51]=[CH:50][N:49]=3)=[O:46])(=[O:35])=[O:34])=[C:28]([CH3:61])[CH:27]=2)(=O)=O)C=CC=1)([O-])=O.C([O-])(O)=O.[Na+:68], predict the reaction product. The product is: [Na+:68].[CH3:32][C:30]1[CH:31]=[C:26]([CH:27]=[C:28]([CH3:61])[C:29]=1[S:33]([N:36]1[C:40]2[CH:41]=[CH:42][CH:43]=[CH:44][C:39]=2[N:38]=[C:37]1[S:45]([CH2:47][C:48]1[C:53]([CH3:54])=[C:52]([O:55][CH2:56][C:57]([F:58])([F:59])[F:60])[CH:51]=[CH:50][N:49]=1)=[O:46])(=[O:35])=[O:34])[O:25][CH2:24][C:23]([NH:22][CH2:21][CH2:20][CH2:19][CH2:18][CH2:17][C:16]([O-:63])=[O:15])=[O:62].